Predict the reactants needed to synthesize the given product. From a dataset of Full USPTO retrosynthesis dataset with 1.9M reactions from patents (1976-2016). Given the product [Br:3][C:4]1[CH:9]=[C:8]([F:10])[CH:7]=[CH:6][C:5]=1[CH:11]1[CH2:12][N:13]1[C:14]([O:15][C:16]([CH3:19])([CH3:18])[CH3:17])=[O:20], predict the reactants needed to synthesize it. The reactants are: [OH-].[K+].[Br:3][C:4]1[CH:9]=[C:8]([F:10])[CH:7]=[CH:6][C:5]=1[CH:11](O)[CH2:12][NH:13][C:14](=[O:20])[O:15][C:16]([CH3:19])([CH3:18])[CH3:17].C1(C)C=CC(S(Cl)(=O)=O)=CC=1.